The task is: Predict the product of the given reaction.. This data is from Forward reaction prediction with 1.9M reactions from USPTO patents (1976-2016). (1) Given the reactants Br[C:2]1[CH:3]=[C:4]([C:7]([O:9][CH2:10][CH3:11])=[O:8])[S:5][CH:6]=1.CN(C=O)C.[CH:17]#[C:18][CH2:19][CH2:20][CH2:21][CH2:22][CH3:23].C(N(CC)CC)C, predict the reaction product. The product is: [C:17]([C:2]1[CH:3]=[C:4]([C:7]([O:9][CH2:10][CH3:11])=[O:8])[S:5][CH:6]=1)#[C:18][CH2:19][CH2:20][CH2:21][CH2:22][CH3:23]. (2) Given the reactants ClC(Cl)(Cl)C([C:5]1[N:9]2[C:10]([CH2:14][N:15]([C:29]([O:31]C(C)(C)C)=O)[CH2:16][CH2:17][CH2:18][CH2:19][CH2:20][NH:21][S:22]([C:25]([F:28])([F:27])[F:26])(=[O:24])=[O:23])=[CH:11][CH:12]=[CH:13][C:8]2=[N:7][CH:6]=1)=O.I[Si](C)(C)C.C(=O)([O-])O.[Na+], predict the reaction product. The product is: [F:27][C:25]([F:26])([F:28])[S:22]([NH:21][CH2:20][CH2:19][CH2:18][CH2:17][CH2:16][N:15]1[CH2:14][C:10]2[N:9]3[C:5](=[CH:6][N:7]=[C:8]3[CH:13]=[CH:12][CH:11]=2)[C:29]1=[O:31])(=[O:24])=[O:23]. (3) Given the reactants C(O)[C:2]([C@@H:4]([OH:12])[C@H:5]([OH:11])[C@@H:6]([OH:10])[C:7](O)=[O:8])=[O:3].[H][H], predict the reaction product. The product is: [O:3]=[CH:2][C@H:4]([C@@H:5]([C@H:6]([CH2:7][OH:8])[OH:10])[OH:11])[OH:12].[O:3]=[CH:2][C@H:4]([C@@H:5]([C@@H:6]([CH2:7][OH:8])[OH:10])[OH:11])[OH:12]. (4) The product is: [CH3:8][O:9][C:10]1[CH:11]=[CH:12][C:13]([C:16]2[CH:20]=[C:19]([C:21]([O:23][CH3:1])=[O:22])[O:18][N:17]=2)=[CH:14][CH:15]=1. Given the reactants [CH3:1][Si](C=[N+]=[N-])(C)C.[CH3:8][O:9][C:10]1[CH:15]=[CH:14][C:13]([C:16]2[CH:20]=[C:19]([C:21]([OH:23])=[O:22])[O:18][N:17]=2)=[CH:12][CH:11]=1, predict the reaction product. (5) Given the reactants [CH3:1][O:2][C:3]1[CH:4]=[C:5]2[C:9](=[CH:10][CH:11]=1)[NH:8][CH:7]=[C:6]2[CH2:12][CH2:13][CH2:14][OH:15].[S:16](Cl)([C:19]1[CH:25]=[CH:24][C:22]([CH3:23])=[CH:21][CH:20]=1)(=[O:18])=[O:17], predict the reaction product. The product is: [CH3:23][C:22]1[CH:24]=[CH:25][C:19]([S:16]([O:15][CH2:14][CH2:13][CH2:12][C:6]2[C:5]3[C:9](=[CH:10][CH:11]=[C:3]([O:2][CH3:1])[CH:4]=3)[NH:8][CH:7]=2)(=[O:18])=[O:17])=[CH:20][CH:21]=1. (6) The product is: [Cl:1][C:2]1[N:3]=[C:4]([NH:23][CH3:22])[C:5]2[CH2:10][CH2:9][CH:8]([C:11]3[CH:12]=[N:13][C:14]([C:17]([F:20])([F:19])[F:18])=[CH:15][CH:16]=3)[C:6]=2[N:7]=1. Given the reactants [Cl:1][C:2]1[N:3]=[C:4](Cl)[C:5]2[CH2:10][CH2:9][CH:8]([C:11]3[CH:12]=[N:13][C:14]([C:17]([F:20])([F:19])[F:18])=[CH:15][CH:16]=3)[C:6]=2[N:7]=1.[CH3:22][NH2:23], predict the reaction product. (7) Given the reactants [F:1][C:2]([F:20])([F:19])[C:3]([NH:5][C:6]1[CH:11]=[CH:10][C:9]([CH2:12][CH:13]2[CH2:18][CH2:17][NH:16][CH2:15][CH2:14]2)=[CH:8][CH:7]=1)=[O:4].C(N(CC)CC)C.[N:28]1([S:34](Cl)(=[O:36])=[O:35])[CH2:33][CH2:32][CH2:31][CH2:30][CH2:29]1, predict the reaction product. The product is: [F:20][C:2]([F:1])([F:19])[C:3]([NH:5][C:6]1[CH:7]=[CH:8][C:9]([CH2:12][CH:13]2[CH2:14][CH2:15][N:16]([S:34]([N:28]3[CH2:33][CH2:32][CH2:31][CH2:30][CH2:29]3)(=[O:36])=[O:35])[CH2:17][CH2:18]2)=[CH:10][CH:11]=1)=[O:4].